The task is: Predict the product of the given reaction.. This data is from Forward reaction prediction with 1.9M reactions from USPTO patents (1976-2016). (1) Given the reactants [NH2:1][C:2]1[CH:3]=[C:4]([CH:8]2[CH2:11][N:10]([C:12]([O:14][C:15]([CH3:18])([CH3:17])[CH3:16])=[O:13])[CH2:9]2)[CH:5]=[CH:6][CH:7]=1.[Cl:19][C:20]1[CH:33]=[CH:32][C:23]2[S:24][C:25]([S:28](Cl)(=[O:30])=[O:29])=[C:26]([CH3:27])[C:22]=2[CH:21]=1, predict the reaction product. The product is: [Cl:19][C:20]1[CH:33]=[CH:32][C:23]2[S:24][C:25]([S:28]([NH:1][C:2]3[CH:3]=[C:4]([CH:8]4[CH2:9][N:10]([C:12]([O:14][C:15]([CH3:18])([CH3:17])[CH3:16])=[O:13])[CH2:11]4)[CH:5]=[CH:6][CH:7]=3)(=[O:29])=[O:30])=[C:26]([CH3:27])[C:22]=2[CH:21]=1. (2) Given the reactants [CH3:1][C:2]1[N:7]=[CH:6][C:5]([CH:8]=O)=[CH:4][N:3]=1.Cl.[NH2:11][OH:12].C(=O)([O-])[O-].[Na+].[Na+], predict the reaction product. The product is: [CH3:1][C:2]1[N:7]=[CH:6][C:5]([CH:8]=[N:11][OH:12])=[CH:4][N:3]=1. (3) Given the reactants [CH2:1]([O:8][C:9]([N:11]1[CH2:15][CH:14]([CH2:16]OS(C2C=CC(C)=CC=2)(=O)=O)[C:13](=[N:28][O:29][CH3:30])[CH2:12]1)=[O:10])[C:2]1[CH:7]=[CH:6][CH:5]=[CH:4][CH:3]=1.[N-:31]=[N+:32]=[N-:33].[Na+], predict the reaction product. The product is: [CH2:1]([O:8][C:9]([N:11]1[CH2:12][C:13](=[N:28][O:29][CH3:30])[CH:14]([CH2:16][N:31]=[N+:32]=[N-:33])[CH2:15]1)=[O:10])[C:2]1[CH:7]=[CH:6][CH:5]=[CH:4][CH:3]=1. (4) Given the reactants [C:1]([O:5][C:6]([CH3:9])([CH3:8])[CH3:7])(=[O:4])[CH:2]=[CH2:3].C(N(C(C)C)CC)(C)C.CC1C=CC=CC=1P(C1C=CC=CC=1C)C1C=CC=CC=1C.Br[C:42]1[CH:43]=[C:44]2[C:49](=[N:50][CH:51]=1)[NH:48][C:47](=[O:52])[CH2:46][CH2:45]2, predict the reaction product. The product is: [O:52]=[C:47]1[NH:48][C:49]2[N:50]=[CH:51][C:42](/[CH:3]=[CH:2]/[C:1]([O:5][C:6]([CH3:9])([CH3:8])[CH3:7])=[O:4])=[CH:43][C:44]=2[CH2:45][CH2:46]1. (5) The product is: [CH3:31][O:30][C:24]1[CH:23]=[C:22]([C:15]2[C:16]3[C:17](=[O:21])[O:18][CH2:19][C:20]=3[C:8]([OH:7])=[C:9]3[C:14]=2[CH:13]=[C:12]([O:32][CH3:33])[C:11]([O:34][CH3:35])=[CH:10]3)[CH:27]=[C:26]([O:28][CH3:29])[CH:25]=1. Given the reactants C(=O)([O:7][C:8]1[C:20]2[CH2:19][O:18][C:17](=[O:21])[C:16]=2[C:15]([C:22]2[CH:27]=[C:26]([O:28][CH3:29])[CH:25]=[C:24]([O:30][CH3:31])[CH:23]=2)=[C:14]2[C:9]=1[CH:10]=[C:11]([O:34][CH3:35])[C:12]([O:32][CH3:33])=[CH:13]2)OC(C)(C)C.N1CCCCC1.Cl, predict the reaction product. (6) Given the reactants [Li]CCCC.Br[C:7]1[CH:12]=[CH:11][CH:10]=[C:9]([CH:13]([CH3:15])[CH3:14])[CH:8]=1.C([O:19][B:20](OC(C)C)[O:21]C(C)C)(C)C.Cl, predict the reaction product. The product is: [CH:13]([C:9]1[CH:8]=[C:7]([B:20]([OH:21])[OH:19])[CH:12]=[CH:11][CH:10]=1)([CH3:15])[CH3:14]. (7) Given the reactants [CH3:1][O:2][C:3]1[CH:4]=[C:5]([CH:9]=[CH:10][CH:11]=1)[C:6](Cl)=[O:7].[I-].[C:13]([C:15]1[CH:16]=[C:17]([Zn+])[CH:18]=[CH:19][CH:20]=1)#[N:14].C1COCC1.[NH4+].[Cl-], predict the reaction product. The product is: [CH3:1][O:2][C:3]1[CH:4]=[C:5]([CH:9]=[CH:10][CH:11]=1)[C:6]([C:19]1[CH:20]=[C:15]([CH:16]=[CH:17][CH:18]=1)[C:13]#[N:14])=[O:7]. (8) Given the reactants [Cl:1][C:2]1[CH:7]=[CH:6][C:5]([C:8]2[CH:9]=[C:10]([C:20]([OH:22])=O)[N:11]=[N:12][C:13]=2[O:14][CH2:15][C:16]([F:19])([F:18])[F:17])=[CH:4][CH:3]=1.[F:23][C:24]([F:33])([F:32])[C:25]1[CH:29]=[C:28]([CH2:30][NH2:31])[O:27][N:26]=1, predict the reaction product. The product is: [F:33][C:24]([F:23])([F:32])[C:25]1[CH:29]=[C:28]([CH2:30][NH:31][C:20]([C:10]2[N:11]=[N:12][C:13]([O:14][CH2:15][C:16]([F:19])([F:17])[F:18])=[C:8]([C:5]3[CH:4]=[CH:3][C:2]([Cl:1])=[CH:7][CH:6]=3)[CH:9]=2)=[O:22])[O:27][N:26]=1.